This data is from Full USPTO retrosynthesis dataset with 1.9M reactions from patents (1976-2016). The task is: Predict the reactants needed to synthesize the given product. (1) The reactants are: F[C:2]1[CH:7]=[CH:6][C:5]([NH:8][S:9]([C:12]2[CH:17]=[CH:16][CH:15]=[CH:14][C:13]=2C)(=[O:11])=[O:10])=[CH:4][C:3]=1[N+:19]([O-:21])=[O:20].[CH:22]1([CH2:27][NH2:28])[CH2:26][CH2:25][CH2:24][CH2:23]1.[CH3:29]CO. Given the product [CH:22]1([CH2:27][NH:28][C:2]2[CH:7]=[CH:6][C:5]([N:8]([CH3:29])[S:9]([C:12]3[CH:13]=[CH:14][CH:15]=[CH:16][CH:17]=3)(=[O:10])=[O:11])=[CH:4][C:3]=2[N+:19]([O-:21])=[O:20])[CH2:26][CH2:25][CH2:24][CH2:23]1, predict the reactants needed to synthesize it. (2) The reactants are: [CH2:1]([CH:3]1[C:16]2[C:11](=[CH:12][CH:13]=[C:14]([F:17])[CH:15]=2)[C:10]2[CH:9]=[CH:8][CH:7]=[CH:6][C:5]=2[N:4]1[S:18]([C:21]1[CH:26]=[CH:25][C:24]([O:27]C)=[CH:23][CH:22]=1)(=[O:20])=[O:19])[CH3:2].B(Cl)(Cl)Cl.ClCCl. Given the product [CH2:1]([CH:3]1[C:16]2[C:11](=[CH:12][CH:13]=[C:14]([F:17])[CH:15]=2)[C:10]2[CH:9]=[CH:8][CH:7]=[CH:6][C:5]=2[N:4]1[S:18]([C:21]1[CH:22]=[CH:23][C:24]([OH:27])=[CH:25][CH:26]=1)(=[O:20])=[O:19])[CH3:2], predict the reactants needed to synthesize it. (3) Given the product [CH3:1][NH:2][C:3]1[N:8]=[C:7]([CH2:9][CH2:10][O:11][C:12]2[CH:17]=[CH:16][C:15]([CH2:18][CH:19]([CH:25]=[CH2:26])[CH2:20][C:21]([OH:23])=[O:22])=[CH:14][CH:13]=2)[CH:6]=[CH:5][CH:4]=1, predict the reactants needed to synthesize it. The reactants are: [CH3:1][NH:2][C:3]1[N:8]=[C:7]([CH2:9][CH2:10][O:11][C:12]2[CH:17]=[CH:16][C:15]([CH2:18][CH:19]([CH:25]=[CH2:26])[CH2:20][C:21]([O:23]C)=[O:22])=[CH:14][CH:13]=2)[CH:6]=[CH:5][CH:4]=1.[Li+].[OH-].Cl.